Dataset: Catalyst prediction with 721,799 reactions and 888 catalyst types from USPTO. Task: Predict which catalyst facilitates the given reaction. (1) Reactant: [CH3:1][C:2]1[CH:7]=[CH:6][C:5]([S:8]([O:11][CH2:12][C@H:13]2[CH2:17][C@@H:16]([O:18][Si:19]([C:22]([CH3:25])([CH3:24])[CH3:23])([CH3:21])[CH3:20])[C@H:15](/[CH:26]=[CH:27]/[C@@H:28]([O:34][Si:35]([C:38]([CH3:41])([CH3:40])[CH3:39])([CH3:37])[CH3:36])[CH2:29][CH2:30][CH2:31][CH2:32][CH3:33])[C@H:14]2[CH2:42][C:43]2[CH:48]=[CH:47][CH:46]=[C:45]([O:49]CC3C=CC=CC=3)[CH:44]=2)(=[O:10])=[O:9])=[CH:4][CH:3]=1.[OH-].[K+]. Product: [CH3:1][C:2]1[CH:3]=[CH:4][C:5]([S:8]([O:11][CH2:12][C@H:13]2[CH2:17][C@@H:16]([O:18][Si:19]([C:22]([CH3:23])([CH3:24])[CH3:25])([CH3:21])[CH3:20])[C@H:15](/[CH:26]=[CH:27]/[C@@H:28]([O:34][Si:35]([C:38]([CH3:39])([CH3:40])[CH3:41])([CH3:36])[CH3:37])[CH2:29][CH2:30][CH2:31][CH2:32][CH3:33])[C@H:14]2[CH2:42][C:43]2[CH:48]=[CH:47][CH:46]=[C:45]([OH:49])[CH:44]=2)(=[O:10])=[O:9])=[CH:6][CH:7]=1. The catalyst class is: 19. (2) Reactant: [NH:1]1[C:9]2[C:4](=[CH:5][CH:6]=[CH:7][CH:8]=2)[CH2:3][CH2:2]1.[F:10][C:11]([F:22])([F:21])[C:12](O[C:12](=[O:13])[C:11]([F:22])([F:21])[F:10])=[O:13].O. Product: [F:10][C:11]([F:22])([F:21])[C:12]([N:1]1[C:9]2[C:4](=[CH:5][CH:6]=[CH:7][CH:8]=2)[CH2:3][CH2:2]1)=[O:13]. The catalyst class is: 4. (3) Reactant: [H-].[Al+3].[Li+].[H-].[H-].[H-].C[O:8][C:9]([C@@H:11]1[CH2:15][C:14]([F:17])([F:16])[CH2:13][N:12]1[C:18]([O:20][C:21]([CH3:24])([CH3:23])[CH3:22])=[O:19])=O. Product: [C:21]([O:20][C:18]([N:12]1[CH2:13][C:14]([F:16])([F:17])[CH2:15][C@H:11]1[CH2:9][OH:8])=[O:19])([CH3:24])([CH3:23])[CH3:22]. The catalyst class is: 1. (4) Reactant: [Cl:1][C:2]1[N:10]=[C:9]2[C:5]([NH:6][N:7]=[N:8]2)=[C:4](Cl)[N:3]=1.[CH2:12]([NH2:19])[C:13]1[CH:18]=[CH:17][CH:16]=[CH:15][CH:14]=1. Product: [Cl:1][C:2]1[N:10]=[C:9]2[C:5]([NH:6][N:7]=[N:8]2)=[C:4]([NH:19][CH2:12][C:13]2[CH:18]=[CH:17][CH:16]=[CH:15][CH:14]=2)[N:3]=1. The catalyst class is: 51. (5) Reactant: [NH2:1][C:2]1[N:10]=[CH:9][N:8]=[C:7]2[C:3]=1[N:4]=[CH:5][N:6]2[C:11]1[CH:16]=[CH:15][C:14]([NH:17][C:18]([NH:20][C:21]2[CH:26]=[CH:25][C:24]([Cl:27])=[C:23]([C:28]([F:31])([F:30])[F:29])[CH:22]=2)=[O:19])=[CH:13][CH:12]=1.C([O-])(=O)C.[Na+].[Br:37]Br.O. Product: [NH2:1][C:2]1[N:10]=[CH:9][N:8]=[C:7]2[C:3]=1[N:4]=[CH:5][N:6]2[C:11]1[CH:12]=[CH:13][C:14]([NH:17][C:18]([NH:20][C:21]2[CH:26]=[CH:25][C:24]([Cl:27])=[C:23]([C:28]([F:30])([F:31])[F:29])[CH:22]=2)=[O:19])=[C:15]([Br:37])[CH:16]=1. The catalyst class is: 15.